This data is from Reaction yield outcomes from USPTO patents with 853,638 reactions. The task is: Predict the reaction yield, written as a fraction of the theoretical maximum amount of product (1.0 means a 100% yield; for example, 0.34 means a 34% yield). The product is [CH2:28]([CH2:35][NH:38][CH2:2][C:3]1[CH:4]=[C:5]2[C:9](=[C:10]([CH3:12])[CH:11]=1)[C:8](=[O:13])[N:7]([CH2:14][C:15]1[CH:20]=[CH:19][C:18]([O:21][C:22]([F:25])([F:24])[F:23])=[CH:17][CH:16]=1)[CH2:6]2)[C:29]1[CH:30]=[CH:31][CH:32]=[CH:33][CH:34]=1. The yield is 0.830. The reactants are Br[CH2:2][C:3]1[CH:4]=[C:5]2[C:9](=[C:10]([CH3:12])[CH:11]=1)[C:8](=[O:13])[N:7]([CH2:14][C:15]1[CH:20]=[CH:19][C:18]([O:21][C:22]([F:25])([F:24])[F:23])=[CH:17][CH:16]=1)[CH2:6]2.CN[CH2:28][C:29]1[CH:34]=[CH:33][CH:32]=[CH:31][CH:30]=1.[CH:35]([N:38](C(C)C)CC)(C)C. The catalyst is C(#N)C.